Task: Predict the reaction yield, written as a fraction of the theoretical maximum amount of product (1.0 means a 100% yield; for example, 0.34 means a 34% yield).. Dataset: Reaction yield outcomes from USPTO patents with 853,638 reactions (1) The reactants are [Br:1][C:2]1[CH:3]=[C:4]([CH:29]=[CH:30][CH:31]=1)[CH2:5][C:6]1[O:7][C:8]([CH3:28])=[C:9]([CH3:27])[C:10]=1[C:11]([C:13]1[CH:18]=[C:17]([CH:19]([CH3:21])[CH3:20])[C:16]([O:22]C)=[C:15]([CH:24]([CH3:26])[CH3:25])[CH:14]=1)=[O:12].B(Br)(Br)Br.C(Cl)Cl. The catalyst is C(Cl)Cl. The product is [Br:1][C:2]1[CH:3]=[C:4]([CH:29]=[CH:30][CH:31]=1)[CH2:5][C:6]1[O:7][C:8]([CH3:28])=[C:9]([CH3:27])[C:10]=1[C:11]([C:13]1[CH:14]=[C:15]([CH:24]([CH3:26])[CH3:25])[C:16]([OH:22])=[C:17]([CH:19]([CH3:20])[CH3:21])[CH:18]=1)=[O:12]. The yield is 0.730. (2) The reactants are [H-].[Al+3].[Li+].[H-].[H-].[H-].[CH2:7]([N:14]1[CH2:25][CH2:24][C:17]2([O:22][CH2:21][C:20](=O)[NH:19][CH2:18]2)[CH2:16][CH2:15]1)[C:8]1[CH:13]=[CH:12][CH:11]=[CH:10][CH:9]=1. The catalyst is O1CCCC1. The product is [CH2:7]([N:14]1[CH2:15][CH2:16][C:17]2([O:22][CH2:21][CH2:20][NH:19][CH2:18]2)[CH2:24][CH2:25]1)[C:8]1[CH:9]=[CH:10][CH:11]=[CH:12][CH:13]=1. The yield is 0.820.